Dataset: Reaction yield outcomes from USPTO patents with 853,638 reactions. Task: Predict the reaction yield, written as a fraction of the theoretical maximum amount of product (1.0 means a 100% yield; for example, 0.34 means a 34% yield). The yield is 0.480. The reactants are [CH2:1]([S:6][C:7]1[N:12]=[C:11]([C:13]2[S:14][C:15]3[CH:23]=[CH:22][CH:21]=[CH:20][C:16]=3[C:17](=[O:19])[N:18]=2)[CH:10]=[CH:9][CH:8]=1)[CH2:2][CH2:3][CH2:4][CH3:5].ClC1C=CC=C(C(OO)=[O:32])C=1. The product is [CH2:1]([S:6]([C:7]1[N:12]=[C:11]([C:13]2[S:14][C:15]3[CH:23]=[CH:22][CH:21]=[CH:20][C:16]=3[C:17](=[O:19])[N:18]=2)[CH:10]=[CH:9][CH:8]=1)=[O:32])[CH2:2][CH2:3][CH2:4][CH3:5]. The catalyst is C(Cl)(Cl)Cl.